Dataset: Reaction yield outcomes from USPTO patents with 853,638 reactions. Task: Predict the reaction yield, written as a fraction of the theoretical maximum amount of product (1.0 means a 100% yield; for example, 0.34 means a 34% yield). (1) The reactants are [F:1][C:2]1[CH:7]=[CH:6][C:5]([CH:8]([C:12]2[CH:17]=[CH:16][C:15]([F:18])=[CH:14][CH:13]=2)[C:9](O)=[O:10])=[CH:4][CH:3]=1.C(Cl)(=O)C(Cl)=O.Cl.[CH3:26][NH2:27].[OH-].[Na+]. The catalyst is ClCCl.O.O1CCCC1.C(OCC)(=O)C.CN(C)C=O. The product is [F:1][C:2]1[CH:7]=[CH:6][C:5]([CH:8]([C:12]2[CH:17]=[CH:16][C:15]([F:18])=[CH:14][CH:13]=2)[C:9]([NH:27][CH3:26])=[O:10])=[CH:4][CH:3]=1. The yield is 0.910. (2) The catalyst is C(Cl)Cl. The yield is 0.800. The reactants are [BH4-].[Na+].CCO.[CH2:6]([O:8][C:9](=[O:35])[CH2:10][O:11][CH2:12][CH2:13][CH2:14][CH2:15][N:16]1[C:21](=[O:22])[CH2:20][CH2:19][CH2:18][C@@H:17]1/[CH:23]=[CH:24]/[C:25](=[O:34])[CH2:26][C:27]1[CH:32]=[CH:31][CH:30]=[C:29]([Cl:33])[CH:28]=1)[CH3:7]. The product is [CH2:6]([O:8][C:9](=[O:35])[CH2:10][O:11][CH2:12][CH2:13][CH2:14][CH2:15][N:16]1[C:21](=[O:22])[CH2:20][CH2:19][CH2:18][C@@H:17]1/[CH:23]=[CH:24]/[CH:25]([OH:34])[CH2:26][C:27]1[CH:32]=[CH:31][CH:30]=[C:29]([Cl:33])[CH:28]=1)[CH3:7]. (3) The reactants are [CH3:1][O:2][C@H:3]1[C@@H:9]2[O:10][CH2:11][C@@H:12]([OH:13])[C@@H:8]2[O:7][C@@H:4]1[O:5][CH3:6].N1C=CC=CC=1.[CH3:20][S:21](Cl)(=[O:23])=[O:22]. The catalyst is ClCCl. The product is [CH3:1][O:2][C@H:3]1[C@@H:9]2[O:10][CH2:11][C@H:12]([O:13][S:21]([CH3:20])(=[O:23])=[O:22])[C@@H:8]2[O:7][C@@H:4]1[O:5][CH3:6]. The yield is 0.950. (4) The reactants are Cl[C:2]1[N:7]=[CH:6][C:5]2[C:8]([C:14]3([CH3:19])[CH2:18][CH2:17][CH2:16][O:15]3)=[N:9][N:10]([CH:11]([CH3:13])[CH3:12])[C:4]=2[CH:3]=1.[NH2:20][C:21]1[CH:26]=[CH:25][N:24]=[C:23]([N:27]2[CH2:32][CH2:31][C:30]([CH3:34])([OH:33])[CH2:29][CH2:28]2)[N:22]=1.C1(P(C2CCCCC2)C2C(OC)=CC=C(OC)C=2C2C(C(C)C)=CC(C(C)C)=CC=2C(C)C)CCCCC1.C(=O)([O-])[O-].[Cs+].[Cs+]. The catalyst is O1CCOCC1. The product is [CH:11]([N:10]1[C:4]2[CH:3]=[C:2]([NH:20][C:21]3[CH:26]=[CH:25][N:24]=[C:23]([N:27]4[CH2:28][CH2:29][C:30]([CH3:34])([OH:33])[CH2:31][CH2:32]4)[N:22]=3)[N:7]=[CH:6][C:5]=2[C:8]([C:14]2([CH3:19])[CH2:18][CH2:17][CH2:16][O:15]2)=[N:9]1)([CH3:13])[CH3:12]. The yield is 0.350. (5) The reactants are [Si]([O:8][CH:9]([C:18]1[CH:23]=[CH:22][C:21]([CH2:24]Cl)=[CH:20][CH:19]=1)[CH2:10][C:11]([O:13][C:14]([CH3:17])([CH3:16])[CH3:15])=[O:12])(C(C)(C)C)(C)C.[SH:26][CH2:27][CH2:28][C:29]([O:31][CH3:32])=[O:30].C(N(CC)CC)C.[F-].C([N+](CCCC)(CCCC)CCCC)CCC.C1COCC1. The catalyst is C(Cl)(Cl)Cl.[I-].C([N+](CCCC)(CCCC)CCCC)CCC.C1COCC1. The product is [OH:8][CH:9]([C:18]1[CH:19]=[CH:20][C:21]([CH2:24][S:26][CH2:27][CH2:28][C:29]([O:31][CH3:32])=[O:30])=[CH:22][CH:23]=1)[CH2:10][C:11]([O:13][C:14]([CH3:15])([CH3:16])[CH3:17])=[O:12]. The yield is 0.240.